From a dataset of Full USPTO retrosynthesis dataset with 1.9M reactions from patents (1976-2016). Predict the reactants needed to synthesize the given product. (1) Given the product [CH2:39]([O:38][C:36](=[O:37])[CH2:35][S:34][CH2:2][CH2:3][CH:4]1[S:8][C:7]([C:9]2[NH:10][C:11]3[C:16]([CH:17]=2)=[CH:15][CH:14]=[CH:13][C:12]=3[N:18]([CH3:27])[S:19]([C:22]2[S:23][CH:24]=[CH:25][CH:26]=2)(=[O:21])=[O:20])=[N:6][CH2:5]1)[CH3:40], predict the reactants needed to synthesize it. The reactants are: Cl[CH2:2][CH2:3][CH:4]1[S:8][C:7]([C:9]2[NH:10][C:11]3[C:16]([CH:17]=2)=[CH:15][CH:14]=[CH:13][C:12]=3[N:18]([CH3:27])[S:19]([C:22]2[S:23][CH:24]=[CH:25][CH:26]=2)(=[O:21])=[O:20])=[N:6][CH2:5]1.C(=O)([O-])[O-].[K+].[K+].[SH:34][CH2:35][C:36]([O:38][CH2:39][CH3:40])=[O:37]. (2) Given the product [Cl:26][C:27]1[CH:28]=[CH:29][C:30]([CH2:33][O:1][C:2]2[CH:7]=[CH:6][N:5]([C:8]3[CH:9]=[CH:10][C:11]4[N:15]=[C:14]([CH:16]5[CH2:18][CH:17]5[C:19]([OH:22])([CH3:20])[CH3:21])[N:13]([CH3:23])[C:12]=4[CH:24]=3)[C:4](=[O:25])[CH:3]=2)=[N:31][CH:32]=1, predict the reactants needed to synthesize it. The reactants are: [OH:1][C:2]1[CH:7]=[CH:6][N:5]([C:8]2[CH:9]=[CH:10][C:11]3[N:15]=[C:14]([CH:16]4[CH2:18][CH:17]4[C:19]([OH:22])([CH3:21])[CH3:20])[N:13]([CH3:23])[C:12]=3[CH:24]=2)[C:4](=[O:25])[CH:3]=1.[Cl:26][C:27]1[CH:28]=[CH:29][C:30]([CH2:33]O)=[N:31][CH:32]=1.C(P(CCCC)CCCC)CCC.N(C(N1CCCCC1)=O)=NC(N1CCCCC1)=O. (3) Given the product [Cl:44][C:45]1[CH:46]=[C:47]([CH2:51][CH2:52][O:14][C:15]2[CH:16]=[C:17]([CH:21]=[CH:22][C:23]=2[CH3:24])[C:18]([NH:1][C:2]2([C:11]([OH:13])=[O:12])[CH2:3][C:4]3[C:9](=[CH:8][CH:7]=[CH:6][CH:5]=3)[CH2:10]2)=[O:20])[CH:48]=[CH:49][CH:50]=1, predict the reactants needed to synthesize it. The reactants are: [NH2:1][C:2]1([C:11]([OH:13])=[O:12])[CH2:10][C:9]2[C:4](=[CH:5][CH:6]=[CH:7][CH:8]=2)[CH2:3]1.[OH:14][C:15]1[CH:16]=[C:17]([CH:21]=[CH:22][C:23]=1[CH3:24])[C:18]([OH:20])=O.C1(P(C2C=CC=CC=2)C2C=CC=CC=2)C=CC=CC=1.[Cl:44][C:45]1[CH:46]=[C:47]([CH2:51][CH2:52]O)[CH:48]=[CH:49][CH:50]=1.CC(OC(/N=N/C(OC(C)C)=O)=O)C. (4) Given the product [C:11]([C:10]1[C:13]([CH3:15])=[CH:14][C:7]([B:17]([OH:22])[OH:18])=[CH:8][C:9]=1[CH3:16])#[N:12], predict the reactants needed to synthesize it. The reactants are: C([Li])CCC.Br[C:7]1[CH:14]=[C:13]([CH3:15])[C:10]([C:11]#[N:12])=[C:9]([CH3:16])[CH:8]=1.[B:17](OC(C)C)([O:22]C(C)C)[O:18]C(C)C.Cl. (5) The reactants are: [CH3:1][N:2]1[CH2:7][CH2:6][N:5]([CH2:8][C:9]2[CH:10]=[CH:11][C:12]([NH2:15])=[N:13][CH:14]=2)[CH2:4][CH2:3]1.Br[C:17]1[C:18](=[O:25])[N:19]([CH3:24])[N:20]=[C:21]([Cl:23])[CH:22]=1.CC1(C)C2C(=C(P(C3C=CC=CC=3)C3C=CC=CC=3)C=CC=2)OC2C(P(C3C=CC=CC=3)C3C=CC=CC=3)=CC=CC1=2.C(=O)([O-])[O-].[Cs+].[Cs+]. Given the product [Cl:23][C:21]1[CH:22]=[C:17]([NH:15][C:12]2[CH:11]=[CH:10][C:9]([CH2:8][N:5]3[CH2:6][CH2:7][N:2]([CH3:1])[CH2:3][CH2:4]3)=[CH:14][N:13]=2)[C:18](=[O:25])[N:19]([CH3:24])[N:20]=1, predict the reactants needed to synthesize it. (6) Given the product [CH:38]1[C:39]2[CH:40]=[CH:41][CH:42]=[CH:43][C:44]=2[C:35]2[C:34]3[C:33]([O:46][P:6]([C:7]4[N:12]=[C:11]([NH:13][C:14](=[O:19])[C:15]([CH3:16])([CH3:17])[CH3:18])[CH:10]=[CH:9][CH:8]=4)[O:45][C:36]=2[CH:37]=1)=[CH:32][CH:31]=[C:29]1[C:28]=3[CH:27]=[CH:26][CH:25]=[CH:30]1, predict the reactants needed to synthesize it. The reactants are: C(N([P:6](N(CC)CC)[C:7]1[N:12]=[C:11]([NH:13][C:14](=[O:19])[C:15]([CH3:18])([CH3:17])[CH3:16])[CH:10]=[CH:9][CH:8]=1)CC)C.[CH:25]1[CH:30]=[C:29]2[CH:31]=[CH:32][C:33]([OH:46])=[C:34]([C:35]3[C:44]4[C:39](=[CH:40][CH:41]=[CH:42][CH:43]=4)[CH:38]=[CH:37][C:36]=3[OH:45])[C:28]2=[CH:27][CH:26]=1.